This data is from Forward reaction prediction with 1.9M reactions from USPTO patents (1976-2016). The task is: Predict the product of the given reaction. Given the reactants [F:1][C:2]([F:12])([F:11])[S:3][C:4]1[CH:5]=[C:6]([CH:8]=[CH:9][CH:10]=1)[NH2:7].[NH:13]1[C:21]2[C:16](=[CH:17][C:18]([CH2:22][C:23](O)=[O:24])=[CH:19][CH:20]=2)[CH:15]=[CH:14]1.N, predict the reaction product. The product is: [NH:13]1[C:21]2[C:16](=[CH:17][C:18]([CH2:22][C:23]([NH:7][C:6]3[CH:8]=[CH:9][CH:10]=[C:4]([S:3][C:2]([F:11])([F:1])[F:12])[CH:5]=3)=[O:24])=[CH:19][CH:20]=2)[CH:15]=[CH:14]1.